Predict the product of the given reaction. From a dataset of Forward reaction prediction with 1.9M reactions from USPTO patents (1976-2016). Given the reactants [OH:1][C:2]([CH3:21])([CH3:20])[C@H:3]([N:5]1[C:13]2[C:8](=[C:9]([C:16]([F:19])([F:18])[F:17])[C:10]([C:14]#[N:15])=[CH:11][CH:12]=2)[CH:7]=[CH:6]1)[CH3:4].[BH3-]C#N.[Na+], predict the reaction product. The product is: [OH:1][C:2]([CH3:20])([CH3:21])[C@H:3]([N:5]1[C:13]2[C:8](=[C:9]([C:16]([F:19])([F:17])[F:18])[C:10]([C:14]#[N:15])=[CH:11][CH:12]=2)[CH2:7][CH2:6]1)[CH3:4].